From a dataset of Full USPTO retrosynthesis dataset with 1.9M reactions from patents (1976-2016). Predict the reactants needed to synthesize the given product. (1) Given the product [CH3:1][O:2][C:3](=[O:27])[CH:4]([NH2:16])[CH2:5][C:6]1[CH:7]=[C:8]2[C:12](=[C:13]([CH3:15])[CH:14]=1)[NH:11][N:10]=[CH:9]2, predict the reactants needed to synthesize it. The reactants are: [CH3:1][O:2][C:3](=[O:27])[C:4]([NH:16]C(OCC1C=CC=CC=1)=O)=[CH:5][C:6]1[CH:7]=[C:8]2[C:12](=[C:13]([CH3:15])[CH:14]=1)[NH:11][N:10]=[CH:9]2. (2) Given the product [F:32][C:26]1[CH:27]=[CH:28][CH:29]=[C:30]([F:31])[C:25]=1[NH:24][C:22](=[O:23])[C:21]1[CH:33]=[C:17]([C:9]2[N:10]=[C:11]3[CH:16]=[CH:15][CH:14]=[CH:13][N:12]3[C:8]=2[C:6]2[CH:5]=[CH:4][N:3]=[C:2]([NH:41][C:40]3[CH:42]=[CH:43][C:44]([N:46]4[CH2:51][CH2:50][CH:49]([N:52]5[CH2:57][CH2:56][N:55]([S:58]([CH3:61])(=[O:60])=[O:59])[CH2:54][CH2:53]5)[CH2:48][CH2:47]4)=[CH:45][C:39]=3[O:38][CH3:37])[N:7]=2)[CH:18]=[CH:19][C:20]=1[O:34][CH2:35][CH3:36], predict the reactants needed to synthesize it. The reactants are: Cl[C:2]1[N:7]=[C:6]([C:8]2[N:12]3[CH:13]=[CH:14][CH:15]=[CH:16][C:11]3=[N:10][C:9]=2[C:17]2[CH:18]=[CH:19][C:20]([O:34][CH2:35][CH3:36])=[C:21]([CH:33]=2)[C:22]([NH:24][C:25]2[C:30]([F:31])=[CH:29][CH:28]=[CH:27][C:26]=2[F:32])=[O:23])[CH:5]=[CH:4][N:3]=1.[CH3:37][O:38][C:39]1[CH:45]=[C:44]([N:46]2[CH2:51][CH2:50][CH:49]([N:52]3[CH2:57][CH2:56][N:55]([S:58]([CH3:61])(=[O:60])=[O:59])[CH2:54][CH2:53]3)[CH2:48][CH2:47]2)[CH:43]=[CH:42][C:40]=1[NH2:41].C1(C)C=CC(S(O)(=O)=O)=CC=1. (3) Given the product [F:15][C:9]1[CH:10]=[C:11]([F:14])[CH:12]=[CH:13][C:8]=1[C:6]1[CH:5]=[C:4]([N:16]2[C:20]3[CH:21]=[CH:22][C:23]([C:25]4[CH:26]=[N:27][N:28]([CH2:30][CH2:31][C:32]([OH:34])([CH3:35])[CH3:33])[CH:29]=4)=[CH:24][C:19]=3[N:18]=[CH:17]2)[CH:3]=[C:2]([NH:1][S:38]([CH2:36][CH3:37])(=[O:40])=[O:39])[CH:7]=1, predict the reactants needed to synthesize it. The reactants are: [NH2:1][C:2]1[CH:3]=[C:4]([N:16]2[C:20]3[CH:21]=[CH:22][C:23]([C:25]4[CH:26]=[N:27][N:28]([CH2:30][CH2:31][C:32]([CH3:35])([OH:34])[CH3:33])[CH:29]=4)=[CH:24][C:19]=3[N:18]=[CH:17]2)[CH:5]=[C:6]([C:8]2[CH:13]=[CH:12][C:11]([F:14])=[CH:10][C:9]=2[F:15])[CH:7]=1.[CH2:36]([S:38](Cl)(=[O:40])=[O:39])[CH3:37]. (4) Given the product [F:32][CH:28]([F:33])[O:1][C:2]1[C:3]2[N:4]([C:8]([C:11]3[C:16]([C:17]#[N:18])=[CH:15][N:14]=[C:13]([S:19][CH3:20])[N:12]=3)=[CH:9][N:10]=2)[CH:5]=[CH:6][CH:7]=1, predict the reactants needed to synthesize it. The reactants are: [OH:1][C:2]1[C:3]2[N:4]([C:8]([C:11]3[C:16]([C:17]#[N:18])=[CH:15][N:14]=[C:13]([S:19][CH3:20])[N:12]=3)=[CH:9][N:10]=2)[CH:5]=[CH:6][CH:7]=1.C(=O)([O-])[O-].[K+].[K+].Cl[C:28]([F:33])([F:32])C([O-])=O.[Na+]. (5) Given the product [CH3:1][C:2]1[N:6]=[C:5]([C:7]2[C:8]3[CH2:19][CH2:18][C:14]4([CH2:15][O:16][CH2:17]4)[CH2:13][C:9]=3[S:10][C:11]=2[NH:12][C:31]([C:21]2[CH:20]3[CH2:27][CH2:26][CH:23]([CH2:24][CH2:25]3)[C:22]=2[C:28]([OH:30])=[O:29])=[O:32])[O:4][N:3]=1, predict the reactants needed to synthesize it. The reactants are: [CH3:1][C:2]1[N:6]=[C:5]([C:7]2[C:8]3[CH2:19][CH2:18][C:14]4([CH2:17][O:16][CH2:15]4)[CH2:13][C:9]=3[S:10][C:11]=2[NH2:12])[O:4][N:3]=1.[CH:20]12[CH2:27][CH2:26][CH:23]([CH2:24][CH2:25]1)[C:22]1[C:28]([O:30][C:31](=[O:32])[C:21]2=1)=[O:29]. (6) Given the product [CH3:21][S:22][C:23]1[CH:30]=[CH:29][CH:28]=[CH:27][C:24]=1[CH2:25][N:8]1[CH2:9][C:5]2[C:4]([NH:10][C:11]3[CH:12]=[N:13][C:14]4[C:19]([CH:20]=3)=[CH:18][CH:17]=[CH:16][CH:15]=4)=[N:3][CH:2]=[N:1][C:6]=2[CH2:7]1, predict the reactants needed to synthesize it. The reactants are: [N:1]1[C:6]2[CH2:7][NH:8][CH2:9][C:5]=2[C:4]([NH:10][C:11]2[CH:12]=[N:13][C:14]3[C:19]([CH:20]=2)=[CH:18][CH:17]=[CH:16][CH:15]=3)=[N:3][CH:2]=1.[CH3:21][S:22][C:23]1[CH:30]=[CH:29][CH:28]=[CH:27][C:24]=1[CH:25]=O.ClCCCl.CO.C(O[BH-](OC(=O)C)OC(=O)C)(=O)C.[Na+]. (7) Given the product [CH3:15][C:16]1[CH:21]=[CH:20][C:19]([S:22]([C:25]2[CH:26]=[CH:27][CH:28]=[CH:29][CH:30]=2)(=[O:24])=[O:23])=[CH:18][C:17]=1[NH2:31], predict the reactants needed to synthesize it. The reactants are: CS(C1C=CC(CCC)=C(C=1)N)(=O)=O.[CH3:15][C:16]1[CH:21]=[CH:20][C:19]([S:22]([C:25]2[CH:30]=[CH:29][CH:28]=[CH:27][CH:26]=2)(=[O:24])=[O:23])=[CH:18][C:17]=1[N+:31]([O-])=O.CS(C1C=CC(Br)=CC=1)(=O)=O. (8) The reactants are: [H-].[H-].[H-].[H-].[Li+].[Al+3].[Cl:7][C:8]1[CH:9]=[C:10]([CH:15]=[C:16]([Cl:35])[C:17]=1[O:18][C:19]1[CH:24]=[CH:23][C:22]([O:25][CH3:26])=[C:21]([CH2:27][C:28]2[CH:33]=[CH:32][C:31]([F:34])=[CH:30][CH:29]=2)[CH:20]=1)[C:11](OC)=[O:12]. Given the product [Cl:7][C:8]1[CH:9]=[C:10]([CH:15]=[C:16]([Cl:35])[C:17]=1[O:18][C:19]1[CH:24]=[CH:23][C:22]([O:25][CH3:26])=[C:21]([CH2:27][C:28]2[CH:33]=[CH:32][C:31]([F:34])=[CH:30][CH:29]=2)[CH:20]=1)[CH2:11][OH:12], predict the reactants needed to synthesize it.